Dataset: Full USPTO retrosynthesis dataset with 1.9M reactions from patents (1976-2016). Task: Predict the reactants needed to synthesize the given product. Given the product [Cl:15][C:16]1[CH:21]=[CH:20][C:19]([NH:22][C:23](=[O:33])[CH:2]([N:28]2[CH2:29][CH2:30][N:25]([CH3:24])[CH2:26][CH2:27]2)[CH2:3][CH2:4][C:5]2[CH:14]=[CH:13][C:8]([C:9]([O:11][CH3:12])=[O:10])=[CH:7][CH:6]=2)=[CH:18][CH:17]=1, predict the reactants needed to synthesize it. The reactants are: O=[CH:2][CH2:3][CH2:4][C:5]1[CH:14]=[CH:13][C:8]([C:9]([O:11][CH3:12])=[O:10])=[CH:7][CH:6]=1.[Cl:15][C:16]1[CH:21]=[CH:20][C:19]([N+:22]#[C-:23])=[CH:18][CH:17]=1.[CH3:24][N:25]1[CH2:30][CH2:29][NH:28][CH2:27][CH2:26]1.CC(O)=[O:33].